From a dataset of Catalyst prediction with 721,799 reactions and 888 catalyst types from USPTO. Predict which catalyst facilitates the given reaction. (1) Reactant: Cl[C:2]1[C:7]([CH2:8][N:9]([CH3:20])[C@@H:10]2[C:19]3[C:14](=[CH:15][CH:16]=[CH:17][CH:18]=3)[CH2:13][CH2:12][CH2:11]2)=[C:6]([CH3:21])[N:5]=[C:4]([C:22]2[C:27]([CH2:28][CH3:29])=[CH:26][CH:25]=[CH:24][C:23]=2[CH2:30][CH3:31])[N:3]=1.CC(N(C)C)=O.[O:38]1[C:42]2([CH2:47][CH2:46][NH:45][CH2:44][CH2:43]2)[O:41][CH2:40][CH2:39]1.C([O-])(O)=O.[Na+]. Product: [CH2:28]([C:27]1[CH:26]=[CH:25][CH:24]=[C:23]([CH2:30][CH3:31])[C:22]=1[C:4]1[N:3]=[C:2]([N:45]2[CH2:46][CH2:47][C:42]3([O:41][CH2:40][CH2:39][O:38]3)[CH2:43][CH2:44]2)[C:7]([CH2:8][N:9]([CH3:20])[C@@H:10]2[C:19]3[C:14](=[CH:15][CH:16]=[CH:17][CH:18]=3)[CH2:13][CH2:12][CH2:11]2)=[C:6]([CH3:21])[N:5]=1)[CH3:29]. The catalyst class is: 25. (2) Product: [CH3:1][O:2][C:3]([C@@H:5]([N:13]1[CH2:18][C:17]2[CH:19]=[CH:20][S:21][C:16]=2[CH2:15][CH2:14]1)[C:6]1[CH:7]=[CH:8][CH:9]=[CH:10][C:11]=1[Cl:12])=[O:4]. Reactant: [CH3:1][O:2][C:3]([C@@H:5]([N:13]1[CH2:18][C:17]2[CH:19]=[CH:20][S:21][C:16]=2[CH2:15][CH2:14]1)[C:6]1[C:11]([Cl:12])=[CH:10][CH:9]=[CH:8][CH:7]=1)=[O:4].OS(O)(=O)=O. The catalyst class is: 511. (3) Reactant: [Br:1][C:2]1[CH:3]=[C:4]([N+:19]([O-])=O)[C:5]([CH:8](C(OCC)=O)[C:9]([O:11][CH2:12][CH3:13])=[O:10])=[N:6][CH:7]=1.Cl. Product: [NH2:19][C:4]1[C:5]([CH2:8][C:9]([O:11][CH2:12][CH3:13])=[O:10])=[N:6][CH:7]=[C:2]([Br:1])[CH:3]=1. The catalyst class is: 447. (4) Reactant: [CH3:1][C:2]1[N:7]=[C:6]([NH:8][C:9]([NH2:11])=[S:10])[CH:5]=[CH:4][CH:3]=1.Br[CH2:13][C:14]([C:16]1[CH:21]=[CH:20][C:19]([Br:22])=[CH:18][CH:17]=1)=O. Product: [Br:22][C:19]1[CH:20]=[CH:21][C:16]([C:14]2[N:11]=[C:9]([NH:8][C:6]3[CH:5]=[CH:4][CH:3]=[C:2]([CH3:1])[N:7]=3)[S:10][CH:13]=2)=[CH:17][CH:18]=1. The catalyst class is: 8.